The task is: Predict the reaction yield, written as a fraction of the theoretical maximum amount of product (1.0 means a 100% yield; for example, 0.34 means a 34% yield).. This data is from Reaction yield outcomes from USPTO patents with 853,638 reactions. (1) The reactants are I[C:2]1[C:10]2[C:5](=[CH:6][C:7]([CH:11]3[C:13]4([C:21]5[C:16](=[CH:17][CH:18]=[C:19]([NH:22]C(=O)OC(C)(C)C)[CH:20]=5)[NH:15][C:14]4=[O:30])[CH2:12]3)=[CH:8][CH:9]=2)[NH:4][N:3]=1.[CH3:31][N:32]1[CH2:37][CH2:36][N:35]([C:38]2[CH:43]=[CH:42][C:41](B3OC(C)(C)C(C)(C)O3)=[CH:40][CH:39]=2)[CH2:34][CH2:33]1.C(O)(C(F)(F)F)=O. The catalyst is C(Cl)Cl. The product is [NH2:22][C:19]1[CH:20]=[C:21]2[C:16](=[CH:17][CH:18]=1)[NH:15][C:14](=[O:30])[C@:13]12[CH2:12][C@H:11]1[C:7]1[CH:6]=[C:5]2[C:10]([C:2]([C:41]3[CH:40]=[CH:39][C:38]([N:35]4[CH2:34][CH2:33][N:32]([CH3:31])[CH2:37][CH2:36]4)=[CH:43][CH:42]=3)=[N:3][NH:4]2)=[CH:9][CH:8]=1. The yield is 0.150. (2) The reactants are Cl[C:2]1[CH:7]=[CH:6][N:5]=[C:4]([S:8][CH3:9])[N:3]=1.[F-:10].[K+]. The catalyst is COCCOCCOCCOCCOC.C1OCCOCCOCCOCCOCCOC1. The product is [F:10][C:2]1[CH:7]=[CH:6][N:5]=[C:4]([S:8][CH3:9])[N:3]=1. The yield is 0.620. (3) The reactants are Br[C:2]1[CH:7]=[C:6]([F:8])[CH:5]=[CH:4][C:3]=1[CH:9]([F:11])[F:10].CN(C)[CH:14]=[O:15].Cl. The catalyst is C1COCC1. The product is [F:10][CH:9]([F:11])[C:3]1[CH:4]=[CH:5][C:6]([F:8])=[CH:7][C:2]=1[CH:14]=[O:15]. The yield is 0.368. (4) The reactants are C[O:2][CH:3](OC)[CH2:4][N:5]1[C:9]2[C:10]([C:14]([O:16][CH3:17])=[O:15])=[CH:11][CH:12]=[CH:13][C:8]=2[N:7]=[C:6]1[C:18]1[CH:23]=[CH:22][CH:21]=[CH:20][CH:19]=1.C(O)(=O)C.O. The catalyst is ClCCCl. The product is [O:2]=[CH:3][CH2:4][N:5]1[C:9]2[C:10]([C:14]([O:16][CH3:17])=[O:15])=[CH:11][CH:12]=[CH:13][C:8]=2[N:7]=[C:6]1[C:18]1[CH:23]=[CH:22][CH:21]=[CH:20][CH:19]=1. The yield is 0.850. (5) The catalyst is CN(C=O)C. The reactants are [CH3:1][O:2][C:3](=[O:12])[CH2:4][CH:5]1[C:9](=[O:10])[NH:8][C:7](=[O:11])[NH:6]1.Br[CH2:14][C:15]1[CH:24]=[CH:23][C:22]2[C:17](=[CH:18][CH:19]=[CH:20][CH:21]=2)[CH:16]=1.[O-]S([O-])(=O)=O.[Mg+2].C([O-])([O-])=O.[K+].[K+]. The yield is 0.530. The product is [CH3:1][O:2][C:3](=[O:12])[CH2:4][CH:5]1[C:9](=[O:10])[N:8]([CH2:14][C:15]2[CH:24]=[CH:23][C:22]3[C:17](=[CH:18][CH:19]=[CH:20][CH:21]=3)[CH:16]=2)[C:7](=[O:11])[NH:6]1. (6) The reactants are [F:1][C:2]([F:31])([F:30])[C:3]1[CH:4]=[C:5]([CH:23]=[C:24]([C:26]([F:29])([F:28])[F:27])[CH:25]=1)[CH2:6][N:7]1[CH2:14][CH2:13][CH2:12][NH:11][C:10]2[N:15]=[C:16]([S:20][CH3:21])[N:17]=[C:18]([Cl:19])[C:9]=2[C:8]1=[O:22].[H-].[Na+].[CH3:34]I. The catalyst is CN(C)C=O.C(OCC)(=O)C. The product is [F:29][C:26]([F:27])([F:28])[C:24]1[CH:23]=[C:5]([CH:4]=[C:3]([C:2]([F:30])([F:1])[F:31])[CH:25]=1)[CH2:6][N:7]1[CH2:14][CH2:13][CH2:12][N:11]([CH3:34])[C:10]2[N:15]=[C:16]([S:20][CH3:21])[N:17]=[C:18]([Cl:19])[C:9]=2[C:8]1=[O:22]. The yield is 0.880.